Dataset: Experimentally validated miRNA-target interactions with 360,000+ pairs, plus equal number of negative samples. Task: Binary Classification. Given a miRNA mature sequence and a target amino acid sequence, predict their likelihood of interaction. (1) The miRNA is hsa-miR-330-3p with sequence GCAAAGCACACGGCCUGCAGAGA. The protein sequence of the target gene is MSKRYLQKATKGKLLIIIFIVTLWGKVVSSANHHKAHHVKTGTCEVVALHRCCNKNKIEERSQTVKCSCFPGQVAGTTRAAPSCVDASIVEQKWWCHMQPCLEGEECKVLPDRKGWSCSSGNKVKTTRVTH. Result: 0 (no interaction). (2) The miRNA is mmu-miR-669l-5p with sequence AGUUGUGUGUGCAUGUAUAUGU. The protein sequence of the target gene is MSEDSSALPWSINRDDYELQEVIGSGATAVVQAAYCAPKKERVAIKRINLEKCQTSMDELLKEIQAMSQCHHPNIVSYYTSFVVKDELWLVMKLLSGGSVLDIIKHIVAKGEHKSGVLDEPTIATILREVLEGLEYLHKNGQIHRDVKAGNILLGEDGSVQIADFGVSAFLATGGDITRNKVRKTFVGTPCWMAPEVMEQVRGYDFKADIWSFGITAIELATGAAPYHKYPPMKVLMLTLQNDPPSLETGVQDKEMLKKYGKSFRKMISLCLQKDPEKRPTAAELLRHKFFQKAKNKEFL.... Result: 0 (no interaction). (3) The miRNA is hsa-miR-98-5p with sequence UGAGGUAGUAAGUUGUAUUGUU. The protein sequence of the target gene is MATSSAALPRILGAGARAPSRWLGFLGKATPRPARPSRRTLGSATALMIRESEDSTDFNDKILNEPLKHSDFFNVKELFSVRSLFDARVHLGHKAGCRHRFMEPYIFGSRLDHDIIDLEQTATHLQLALNFTAHMAYRKGIILFISRNRQFSYLIENMARDCGEYAHTRYFRGGMLTNARLLFGPTVRLPDLIIFLHTLNNIFEPHVAVRDAAKMNIPTVGIVDTNCNPCLITYPVPGNDDSPLAVHLYCRLFQTAITRAKEKRQQVEALYRLQGQKEPGDQGPAHPPGADMSHSL. Result: 1 (interaction). (4) The miRNA is hsa-miR-6737-5p with sequence UUGGGGUGGUCGGCCCUGGAG. The protein sequence of the target gene is MTTSSIRRQMKNIVNNYSEAEIKVREATSNDPWGPSSSLMTEIADLTYNVVAFSEIMSMVWKRLNDHGKNWRHVYKALTLLDYLIKTGSERVAQQCRENIFAIQTLKDFQYIDRDGKDQGINVREKSKQLVALLKDEERLKAERAQALKTKERMAQVATGMGSNQITFGRGSSQPNLSTSHSEQEYGKAGGSPASYHGSPEASLCPQHRTGAPLGQSEELQPLSQRHPFLPHLGLASRPNGDWSQPCLTCDRAARATSPRVSSELEQARPQTSGEEELQLQLALAMSREVAEQEERLRRG.... Result: 0 (no interaction). (5) The protein sequence of the target gene is MDVHTRWKARSALRPGAPLLPPLLLLLLWAPPPSRAAQPADLLKVLDFHNLPDGITKTTGFCATRRSSKGPDVAYRVTKDAQLSAPTKQLYPASAFPEDFSILTTVKAKKGSQAFLVSIYNEQGIQQIGLELGRSPVFLYEDHTGKPGPEDYPLFRGINLSDGKWHRIALSVHKKNVTLILDCKKKTTKFLDRSDHPMIDINGIIVFGTRILDEEVFEGDIQQLLFVSDHRAAYDYCEHYSPDCDTAVPDTPQSQDPNPDEYYTEGDGEGETYYYEYPYYEDPEDLGKEPTPSKKPVEAA.... The miRNA is hsa-miR-7106-5p with sequence UGGGAGGAGGGGAUCUUGGG. Result: 1 (interaction). (6) The miRNA is mmu-miR-3073a-5p with sequence GUGGUCACAGUUGGCGCCAGCC. The protein sequence of the target gene is MSMPLHQISAIPSQDAISARVYRSKTKDKEQNEKTLGHSMSHPSNISKAGSSPPSTTAPVSAFSRTSVTPSNQDICRICHCEGDDESPLITPCHCTGSLHFVHQACLQQWIKSSDTRCCELCKYEFIMETKLKPLRKWEKLQMTASERRKIMCSVTFHVIAITCVVWSLYVLIDRTAEEIKQGQVTGILEWPFWTKLVVVAIGFTGGLLFMYVQCKVYLQLWKRLKAYNRVIYVQNCPETSKKNIFEKSALTEPTLENKEGHGMCHSTTNSSCTEPEDTGAEIINV. Result: 0 (no interaction). (7) The miRNA is hsa-miR-33a-3p with sequence CAAUGUUUCCACAGUGCAUCAC. The protein sequence of the target gene is MPGGCSRGPAAGDGRLRLARLALVLLGWVSSSSPTSSASSFSSSAPFLASAVSAQPPLPDQCPALCECSEAARTVKCVNRNLTEVPTDLPAYVRNLFLTGNQLAVLPAGAFARRPPLAELAALNLSGSRLDEVRAGAFEHLPSLRQLDLSHNPLADLSPFAFSGSNASVSAPSPLVELILNHIVPPEDERQNRSFEGMVVAALLAGRALQGLRRLELASNHFLYLPRDVLAQLPSLRHLDLSNNSLVSLTYVSFRNLTHLESLHLEDNALKVLHNGTLAELQGLPHIRVFLDNNPWVCDC.... Result: 1 (interaction). (8) The miRNA is hsa-miR-892c-3p with sequence CACUGUUUCCUUUCUGAGUGGA. The protein sequence of the target gene is MELRSGSVGSQAVARRMDGDSRDGGGGKDATGSEDYENLPTSASVSTHMTAGAMAGILEHSVMYPVDSVKTRMQSLSPDPKAQYTSIYGALKKIMRTEGFWRPLRGVNVMIMGAGPAHAMYFACYENMKRTLNDVFHHQGNSHLANGIAGSMATLLHDAVMNPAEVVKQRLQMYNSQHRSAISCIRTVWRTEGLGAFYRSYTTQLTMNIPFQSIHFITYEFLQEQVNPHRTYNPQSHIISGGLAGALAAAATTPLDVCKTLLNTQENVALSLANISGRLSGMANAFRTVYQLNGLAGYFK.... Result: 1 (interaction).